From a dataset of Forward reaction prediction with 1.9M reactions from USPTO patents (1976-2016). Predict the product of the given reaction. (1) The product is: [Br:5][C:6]1[CH:11]=[C:10]2[C:9](=[CH:8][CH:7]=1)[NH:27][C:15](=[O:16])[CH:13]([CH3:14])[N:12]2[CH2:18][C:19]1[C:24]([F:25])=[CH:23][CH:22]=[CH:21][C:20]=1[F:26]. Given the reactants C(O)(=O)C.[Br:5][C:6]1[CH:7]=[CH:8][C:9]([N+:27]([O-])=O)=[C:10]([N:12]([CH2:18][C:19]2[C:24]([F:25])=[CH:23][CH:22]=[CH:21][C:20]=2[F:26])[C@H:13]([C:15](O)=[O:16])[CH3:14])[CH:11]=1, predict the reaction product. (2) Given the reactants [O:1]1[CH:5]=[CH:4][C:3]([CH2:6][O:7][C:8]2[CH:16]=[CH:15][CH:14]=[C:13]3[C:9]=2[CH:10]=[C:11]([C:17]([OH:19])=O)[NH:12]3)=[CH:2]1.Cl.Cl.Cl.[NH2:23][CH:24]1[CH2:29][CH2:28][N:27]([CH2:30][C@@H:31]([N:33]2[CH2:38][CH2:37][C@H:36]([OH:39])[C@@H:35]([CH3:40])[CH2:34]2)[CH3:32])[CH2:26][CH2:25]1, predict the reaction product. The product is: [OH:39][C@H:36]1[CH2:37][CH2:38][N:33]([C@@H:31]([CH3:32])[CH2:30][N:27]2[CH2:26][CH2:25][CH:24]([NH:23][C:17]([C:11]3[NH:12][C:13]4[C:9]([CH:10]=3)=[C:8]([O:7][CH2:6][C:3]3[CH:4]=[CH:5][O:1][CH:2]=3)[CH:16]=[CH:15][CH:14]=4)=[O:19])[CH2:29][CH2:28]2)[CH2:34][C@@H:35]1[CH3:40].